This data is from Reaction yield outcomes from USPTO patents with 853,638 reactions. The task is: Predict the reaction yield, written as a fraction of the theoretical maximum amount of product (1.0 means a 100% yield; for example, 0.34 means a 34% yield). (1) The reactants are [CH2:1]([O:3][C:4]([C@@H:6]1[C@H:11]([NH2:12])[CH2:10][CH2:9][N:8]([CH2:13][CH2:14][S:15][C:16]2[CH:25]=[N:24][C:23]3[C:18](=[CH:19][C:20]([O:26][CH3:27])=[CH:21][CH:22]=3)[N:17]=2)[CH2:7]1)=[O:5])[CH3:2].[O:28]=[C:29]1[NH:34][C:33]2[CH:35]=[C:36]([C:39](O)=[O:40])[CH:37]=[CH:38][C:32]=2[S:31][CH2:30]1. No catalyst specified. The product is [CH2:1]([O:3][C:4]([C@@H:6]1[C@H:11]([NH:12][C:39]([C:36]2[CH:37]=[CH:38][C:32]3[S:31][CH2:30][C:29](=[O:28])[NH:34][C:33]=3[CH:35]=2)=[O:40])[CH2:10][CH2:9][N:8]([CH2:13][CH2:14][S:15][C:16]2[CH:25]=[N:24][C:23]3[C:18](=[CH:19][C:20]([O:26][CH3:27])=[CH:21][CH:22]=3)[N:17]=2)[CH2:7]1)=[O:5])[CH3:2]. The yield is 0.870. (2) The reactants are [N:1]1[C:6]2[O:7][CH2:8][CH2:9][O:10][C:5]=2[CH:4]=[C:3]([CH2:11][N:12]([C:29]([O:31][C:32]([CH3:35])([CH3:34])[CH3:33])=[O:30])[CH:13]2[CH2:18][CH2:17][N:16](C(OCC3C=CC=CC=3)=O)[CH2:15][CH2:14]2)[N:2]=1. The catalyst is C(O)C.[Pd]. The product is [N:1]1[C:6]2[O:7][CH2:8][CH2:9][O:10][C:5]=2[CH:4]=[C:3]([CH2:11][N:12]([CH:13]2[CH2:18][CH2:17][NH:16][CH2:15][CH2:14]2)[C:29](=[O:30])[O:31][C:32]([CH3:35])([CH3:34])[CH3:33])[N:2]=1. The yield is 0.970.